Dataset: Catalyst prediction with 721,799 reactions and 888 catalyst types from USPTO. Task: Predict which catalyst facilitates the given reaction. Reactant: [F:1][C:2]1[CH:9]=[CH:8][C:5]([CH:6]=O)=[CH:4][CH:3]=1.[C:10](#[N:14])[CH2:11][C:12]#[N:13].C(N(CC)CC)C.[C:22]1([N:28]2[C:32](=[O:33])[CH2:31][C:30]([C:34]3[CH:39]=[CH:38][CH:37]=[CH:36][CH:35]=3)=[N:29]2)[CH:27]=[CH:26][CH:25]=[CH:24][CH:23]=1. Product: [NH2:13][C:12]1[O:33][C:32]2[N:28]([C:22]3[CH:23]=[CH:24][CH:25]=[CH:26][CH:27]=3)[N:29]=[C:30]([C:34]3[CH:35]=[CH:36][CH:37]=[CH:38][CH:39]=3)[C:31]=2[CH:6]([C:5]2[CH:8]=[CH:9][C:2]([F:1])=[CH:3][CH:4]=2)[C:11]=1[C:10]#[N:14]. The catalyst class is: 8.